Dataset: Forward reaction prediction with 1.9M reactions from USPTO patents (1976-2016). Task: Predict the product of the given reaction. The product is: [Br:1][C:2]1[CH:3]=[C:4]([S:8][CH:9]2[CH2:15][CH2:14][CH2:13][N:12]([C:16]([O:18][C:19]([CH3:21])([CH3:20])[CH3:22])=[O:17])[CH2:11][C:10]2=[O:23])[CH:5]=[CH:6][CH:7]=1. Given the reactants [Br:1][C:2]1[CH:3]=[C:4]([S:8][CH:9]2[CH2:15][CH2:14][CH2:13][N:12]([C:16]([O:18][C:19]([CH3:22])([CH3:21])[CH3:20])=[O:17])[CH2:11][CH:10]2[OH:23])[CH:5]=[CH:6][CH:7]=1.CC(OI1(OC(C)=O)(OC(C)=O)OC(=O)C2C=CC=CC1=2)=O.C([O-])(O)=O.[Na+].[O-]S([O-])(=S)=O.[Na+].[Na+], predict the reaction product.